This data is from Reaction yield outcomes from USPTO patents with 853,638 reactions. The task is: Predict the reaction yield, written as a fraction of the theoretical maximum amount of product (1.0 means a 100% yield; for example, 0.34 means a 34% yield). (1) The reactants are [CH:1]([N:4]1[C:9](=[O:10])[C:8]2[CH:11]=[CH:12][S:13][C:7]=2[C:6]([C:14]2[CH:19]=[CH:18][C:17]([O:20]C)=[CH:16][CH:15]=2)=[N:5]1)([CH3:3])[CH3:2].B(Br)(Br)Br. The catalyst is C(Cl)Cl. The product is [OH:20][C:17]1[CH:16]=[CH:15][C:14]([C:6]2[C:7]3[S:13][CH:12]=[CH:11][C:8]=3[C:9](=[O:10])[N:4]([CH:1]([CH3:3])[CH3:2])[N:5]=2)=[CH:19][CH:18]=1. The yield is 0.920. (2) The reactants are [Cl:1][C:2]1[CH:7]=[CH:6][N:5]=[C:4]2[NH:8][N:9]=[C:10]([CH:11]([CH3:13])[CH3:12])[C:3]=12.[H-].[Na+].[Cl:16][C:17]1[CH:18]=[C:19]([CH:22]=[CH:23][C:24]=1F)[C:20]#[N:21].O. The catalyst is CN(C=O)C. The product is [Cl:16][C:17]1[CH:18]=[C:19]([CH:22]=[CH:23][C:24]=1[N:8]1[C:4]2=[N:5][CH:6]=[CH:7][C:2]([Cl:1])=[C:3]2[C:10]([CH:11]([CH3:13])[CH3:12])=[N:9]1)[C:20]#[N:21]. The yield is 0.850. (3) The reactants are C([O-])([O-])=O.[Cs+].[Cs+].[CH2:7]([O:9][C:10](=[O:19])[C:11]1[CH:16]=[CH:15][C:14]([OH:17])=[C:13]([OH:18])[CH:12]=1)[CH3:8].Br[CH2:21][CH2:22]Br. The catalyst is CN(C=O)C. The product is [CH2:7]([O:9][C:10]([C:11]1[CH:16]=[CH:15][C:14]2[O:17][CH2:21][CH2:22][O:18][C:13]=2[CH:12]=1)=[O:19])[CH3:8]. The yield is 0.290. (4) The reactants are [CH3:1][O:2][C:3](=[O:28])[C:4]1[CH:9]=[CH:8][C:7]([CH3:10])=[C:6]([N:11]2[C:16](=[O:17])[CH:15]=[C:14]([O:18][CH2:19][C:20]3[CH:25]=[CH:24][CH:23]=[C:22]([CH3:26])[N:21]=3)[N:13]=[C:12]2[CH3:27])[CH:5]=1.[Br:29]N1C(=O)CCC1=O. The catalyst is ClCCl. The product is [CH3:1][O:2][C:3](=[O:28])[C:4]1[CH:9]=[CH:8][C:7]([CH3:10])=[C:6]([N:11]2[C:16](=[O:17])[C:15]([Br:29])=[C:14]([O:18][CH2:19][C:20]3[CH:25]=[CH:24][CH:23]=[C:22]([CH3:26])[N:21]=3)[N:13]=[C:12]2[CH3:27])[CH:5]=1. The yield is 1.00. (5) The reactants are Cl[C:2]1[CH:7]=[C:6]([O:8][C:9]2[C:15]([F:16])=[CH:14][C:12]([NH2:13])=[C:11]([F:17])[CH:10]=2)[CH:5]=[CH:4][N:3]=1.[CH3:18][N:19]1[CH:23]=[C:22](B2OC(C)(C)C(C)(C)O2)[CH:21]=[N:20]1.P([O-])([O-])([O-])=O.[K+].[K+].[K+]. The catalyst is CN(C=O)C.C1C=CC([P]([Pd]([P](C2C=CC=CC=2)(C2C=CC=CC=2)C2C=CC=CC=2)([P](C2C=CC=CC=2)(C2C=CC=CC=2)C2C=CC=CC=2)[P](C2C=CC=CC=2)(C2C=CC=CC=2)C2C=CC=CC=2)(C2C=CC=CC=2)C2C=CC=CC=2)=CC=1. The product is [F:17][C:11]1[CH:10]=[C:9]([O:8][C:6]2[CH:5]=[CH:4][N:3]=[C:2]([C:22]3[CH:21]=[N:20][N:19]([CH3:18])[CH:23]=3)[CH:7]=2)[C:15]([F:16])=[CH:14][C:12]=1[NH2:13]. The yield is 0.630. (6) The reactants are [CH:1]([C:3]1[CH:8]=[CH:7][C:6](B(O)O)=[CH:5][CH:4]=1)=[O:2].[CH2:12]([O:14][C:15](=[O:18])[CH2:16]Br)[CH3:13].C(=O)([O-])[O-].[K+].[K+].O. The catalyst is C1C=CC(/C=C/C(/C=C/C2C=CC=CC=2)=O)=CC=1.C1C=CC(/C=C/C(/C=C/C2C=CC=CC=2)=O)=CC=1.C1C=CC(/C=C/C(/C=C/C2C=CC=CC=2)=O)=CC=1.[Pd].[Pd].C1(P(C2C3C(=CC=CC=3)C=CC=2)C2C3C(=CC=CC=3)C=CC=2)C2C(=CC=CC=2)C=CC=1.C1COCC1. The product is [CH:1]([C:3]1[CH:8]=[CH:7][C:6]([CH2:16][C:15]([O:14][CH2:12][CH3:13])=[O:18])=[CH:5][CH:4]=1)=[O:2]. The yield is 0.570. (7) The reactants are [C:1]([N:5]1[C:9](=[O:10])[C:8](Cl)=[C:7]([C:12]2[CH:17]=[CH:16][CH:15]=[CH:14][CH:13]=2)[S:6]1(=[O:19])=[O:18])([CH3:4])([CH3:3])[CH3:2].Cl.[CH2:21]([NH2:23])[CH3:22]. The catalyst is CN(C=O)C. The product is [C:1]([N:5]1[C:9](=[O:10])[C:8]([NH:23][CH2:21][CH3:22])=[C:7]([C:12]2[CH:17]=[CH:16][CH:15]=[CH:14][CH:13]=2)[S:6]1(=[O:19])=[O:18])([CH3:4])([CH3:3])[CH3:2]. The yield is 0.550.